Dataset: Peptide-MHC class I binding affinity with 185,985 pairs from IEDB/IMGT. Task: Regression. Given a peptide amino acid sequence and an MHC pseudo amino acid sequence, predict their binding affinity value. This is MHC class I binding data. (1) The peptide sequence is LTDRELLLL. The MHC is HLA-B46:01 with pseudo-sequence HLA-B46:01. The binding affinity (normalized) is 0.0847. (2) The peptide sequence is LFLDGIDKA. The MHC is HLA-B40:02 with pseudo-sequence HLA-B40:02. The binding affinity (normalized) is 0. (3) The peptide sequence is QPYRVVVLSF. The MHC is HLA-B54:01 with pseudo-sequence HLA-B54:01. The binding affinity (normalized) is 0.133. (4) The peptide sequence is MYGLKGPDI. The binding affinity (normalized) is 0. The MHC is H-2-Kd with pseudo-sequence H-2-Kd. (5) The peptide sequence is NQGNILMDSI. The MHC is HLA-A02:03 with pseudo-sequence HLA-A02:03. The binding affinity (normalized) is 0.233. (6) The MHC is HLA-A68:01 with pseudo-sequence HLA-A68:01. The peptide sequence is TTRYKYLNK. The binding affinity (normalized) is 0.275.